From a dataset of Forward reaction prediction with 1.9M reactions from USPTO patents (1976-2016). Predict the product of the given reaction. (1) The product is: [CH:1]1([C:4]2[NH:8][N:7]=[C:6]([NH:9][C:10]3[C:17]([F:18])=[C:16]([NH:32][CH3:31])[C:13]([C:14]#[N:15])=[C:12]([NH:20][C@H:21]([C:23]4[CH:28]=[CH:27][C:26]([F:29])=[CH:25][CH:24]=4)[CH3:22])[N:11]=3)[CH:5]=2)[CH2:3][CH2:2]1. Given the reactants [CH:1]1([C:4]2[NH:8][N:7]=[C:6]([NH:9][C:10]3[C:17]([F:18])=[C:16](I)[C:13]([C:14]#[N:15])=[C:12]([NH:20][C@H:21]([C:23]4[CH:28]=[CH:27][C:26]([F:29])=[CH:25][CH:24]=4)[CH3:22])[N:11]=3)[CH:5]=2)[CH2:3][CH2:2]1.C[CH2:31][N:32](C(C)C)C(C)C.CN.C(Cl)Cl, predict the reaction product. (2) Given the reactants [OH-].[K+].[N:3]([CH:6](O)[CH2:7][O:8][CH2:9][CH2:10][O:11][CH2:12][CH2:13][O:14][CH2:15][CH2:16][OH:17])=[N+:4]=[N-:5].[Cl:19][C:20]1[CH:27]=[CH:26][C:23]([CH2:24]Cl)=[CH:22][CH:21]=1, predict the reaction product. The product is: [N:3]([CH2:6][CH2:7][O:8][CH2:9][CH2:10][O:11][CH2:12][CH2:13][O:14][CH2:15][CH2:16][O:17][CH2:24][C:23]1[CH:26]=[CH:27][C:20]([Cl:19])=[CH:21][CH:22]=1)=[N+:4]=[N-:5]. (3) Given the reactants [O:1]1[C@H:5]2[O:6][CH2:7][CH2:8][C@H:4]2[C@@H:3]([O:9][C:10](=[O:32])[NH:11][C@@H:12]([CH2:25][C:26]2[CH:31]=[CH:30][CH:29]=[CH:28][CH:27]=2)[C@H:13]([OH:24])[CH2:14][NH:15][CH2:16][C:17]([CH3:23])([CH3:22])[CH2:18][CH2:19][C:20]#[N:21])[CH2:2]1.C(N(C(C)C)CC)(C)C.[C:42]([NH:45][C:46]1[CH:51]=[CH:50][C:49]([S:52](Cl)(=[O:54])=[O:53])=[CH:48][CH:47]=1)(=[O:44])[CH3:43], predict the reaction product. The product is: [O:1]1[C@H:5]2[O:6][CH2:7][CH2:8][C@H:4]2[C@@H:3]([O:9][C:10](=[O:32])[NH:11][C@@H:12]([CH2:25][C:26]2[CH:27]=[CH:28][CH:29]=[CH:30][CH:31]=2)[C@H:13]([OH:24])[CH2:14][N:15]([S:52]([C:49]2[CH:48]=[CH:47][C:46]([NH:45][C:42](=[O:44])[CH3:43])=[CH:51][CH:50]=2)(=[O:54])=[O:53])[CH2:16][C:17]([CH3:22])([CH3:23])[CH2:18][CH2:19][C:20]#[N:21])[CH2:2]1. (4) The product is: [Br:1][C:2]1[CH:7]=[C:6]([Cl:8])[C:5]([S:9]([CH3:10])(=[O:28])=[O:34])=[CH:4][C:3]=1[NH:11][C:12]([N:14]1[CH:19]=[CH:18][C:17](=[O:20])[CH2:16][CH:15]1[C:21]1[CH:22]=[CH:23][C:24]([F:27])=[CH:25][CH:26]=1)=[O:13]. Given the reactants [Br:1][C:2]1[CH:7]=[C:6]([Cl:8])[C:5]([S:9][CH3:10])=[CH:4][C:3]=1[NH:11][C:12]([N:14]1[CH:19]=[CH:18][C:17](=[O:20])[CH2:16][CH:15]1[C:21]1[CH:26]=[CH:25][C:24]([F:27])=[CH:23][CH:22]=1)=[O:13].[OH:28]OS([O-])=O.[K+].[OH2:34], predict the reaction product. (5) Given the reactants I[C:2]1[CH:7]=[CH:6][CH:5]=[CH:4][C:3]=1[Br:8].[C:9]([O:13][C:14](=[O:35])[NH:15][CH:16]([C:26]([N:28]1[CH2:33][CH2:32][CH:31]([CH3:34])[CH2:30][CH2:29]1)=[O:27])[CH2:17][CH2:18]C1C=CC=CC=1Cl)([CH3:12])([CH3:11])[CH3:10], predict the reaction product. The product is: [C:9]([O:13][C:14](=[O:35])[NH:15][CH:16]([C:26]([N:28]1[CH2:33][CH2:32][CH:31]([CH3:34])[CH2:30][CH2:29]1)=[O:27])[CH2:17][CH2:18][C:2]1[CH:7]=[CH:6][CH:5]=[CH:4][C:3]=1[Br:8])([CH3:10])([CH3:11])[CH3:12].